From a dataset of Forward reaction prediction with 1.9M reactions from USPTO patents (1976-2016). Predict the product of the given reaction. Given the reactants Br[C:2]1[CH:3]=[C:4]2[C:8](=[CH:9][CH:10]=1)[C:7](=[O:11])[NH:6][C:5]2=[O:12].[CH3:13][N:14](C=O)C, predict the reaction product. The product is: [O:11]=[C:7]1[C:8]2[C:4](=[CH:3][C:2]([C:13]#[N:14])=[CH:10][CH:9]=2)[C:5](=[O:12])[NH:6]1.